Task: Predict the reactants needed to synthesize the given product.. Dataset: Full USPTO retrosynthesis dataset with 1.9M reactions from patents (1976-2016) Given the product [C:76]1([CH:75]([C:82]2[CH:83]=[CH:84][CH:85]=[CH:86][CH:87]=2)[CH2:74][NH:13][C:14]2[N:22]=[C:21]([N:23]3[CH2:27][CH2:26][C@@H:25]([NH:28][C:29]([NH:31][C@@H:32]4[CH2:36][CH2:35][NH:34][CH2:33]4)=[O:30])[CH2:24]3)[N:20]=[C:19]3[C:15]=2[N:16]=[CH:17][N:18]3[C@@H:37]2[CH2:41][C@H:40]([NH:42][C:43]([CH:44]3[CH2:3][CH2:2][CH2:45]3)=[O:46])[C@@H:39]([OH:47])[C@H:38]2[OH:48])[CH:81]=[CH:80][CH:79]=[CH:78][CH:77]=1, predict the reactants needed to synthesize it. The reactants are: F[C:2](F)(F)[C:3](O)=O.C(C([NH:13][C:14]1[N:22]=[C:21]([N:23]2[CH2:27][CH2:26][C@@H:25]([NH:28][C:29]([NH:31][C@@H:32]3[CH2:36][CH2:35][NH:34][CH2:33]3)=[O:30])[CH2:24]2)[N:20]=[C:19]2[C:15]=1[N:16]=[CH:17][N:18]2[C@@H:37]1[CH2:41][C@H:40]([NH:42][C:43](=[O:46])[CH2:44][CH3:45])[C@@H:39]([OH:47])[C@H:38]1[OH:48])CC)C.ClC1N=C2C(N=CN2[C@@H]2C[C@H](NC(C3CCC3)=O)[C@@H](O)[C@H]2O)=C(N[CH2:74][CH:75]([C:82]2[CH:87]=[CH:86][CH:85]=[CH:84][CH:83]=2)[C:76]2[CH:81]=[CH:80][CH:79]=[CH:78][CH:77]=2)N=1.